Dataset: Full USPTO retrosynthesis dataset with 1.9M reactions from patents (1976-2016). Task: Predict the reactants needed to synthesize the given product. Given the product [CH2:12]([N:19]1[CH2:20][C@H:21]([CH3:27])[NH:22][CH2:23][C@H:24]1[CH3:25])[C:13]1[CH:18]=[CH:17][CH:16]=[CH:15][CH:14]=1, predict the reactants needed to synthesize it. The reactants are: [H-].[Al+3].[Li+].[H-].[H-].[H-].C1COCC1.[CH2:12]([N:19]1[C@H:24]([CH3:25])[C:23](=O)[NH:22][C@@H:21]([CH3:27])[C:20]1=O)[C:13]1[CH:18]=[CH:17][CH:16]=[CH:15][CH:14]=1.[OH-].[Na+].